From a dataset of Forward reaction prediction with 1.9M reactions from USPTO patents (1976-2016). Predict the product of the given reaction. Given the reactants [Cl:1][C:2]1[CH:3]=[CH:4][C:5]([O:24][CH3:25])=[C:6]([CH:8]2[CH2:13][CH2:12][N:11](C(OCC3C=CC=CC=3)=O)[CH2:10][CH2:9]2)[CH:7]=1, predict the reaction product. The product is: [Cl:1][C:2]1[CH:3]=[CH:4][C:5]([O:24][CH3:25])=[C:6]([CH:8]2[CH2:13][CH2:12][NH:11][CH2:10][CH2:9]2)[CH:7]=1.